From a dataset of Forward reaction prediction with 1.9M reactions from USPTO patents (1976-2016). Predict the product of the given reaction. (1) Given the reactants [CH:1]([C:3]1[CH:10]=[CH:9][C:6]([C:7]#[N:8])=[CH:5][CH:4]=1)=O.[NH:11]1[CH2:14][CH:13]([C:15]([OH:17])=[O:16])[CH2:12]1.C(O)(=O)C.C(O[BH-](OC(=O)C)OC(=O)C)(=O)C.[Na+], predict the reaction product. The product is: [C:7]([C:6]1[CH:9]=[CH:10][C:3]([CH2:1][N:11]2[CH2:14][CH:13]([C:15]([OH:17])=[O:16])[CH2:12]2)=[CH:4][CH:5]=1)#[N:8]. (2) Given the reactants [Cl-].ClC1N(C)[CH2:6][CH2:5][NH+]1C.[NH2:10][C:11]1[CH:12]=[CH:13][C:14]([C:17]#[N:18])=[N:15][CH:16]=1.[OH:19][C:20]1[CH:21]=[C:22]2[C:26](=[CH:27][CH:28]=1)[NH:25][C:24]([C:29]([OH:31])=O)=[CH:23]2.C(=O)([O-])O.[Na+].N1[CH:42]=[CH:41][CH:40]=[CH:39][CH:38]=1, predict the reaction product. The product is: [CH2:38]([O:19][C:20]1[CH:21]=[C:22]2[C:26](=[CH:27][CH:28]=1)[NH:25][C:24]([C:29]([NH:10][C:11]1[CH:16]=[N:15][C:14]([C:17]#[N:18])=[CH:13][CH:12]=1)=[O:31])=[CH:23]2)[C:39]1[CH:6]=[CH:5][CH:42]=[CH:41][CH:40]=1. (3) The product is: [C:14]1([C:2]2[CH:3]=[CH:4][C:5]3[CH2:11][CH2:10][CH2:9][C:8](=[O:12])[NH:7][C:6]=3[CH:13]=2)[CH:19]=[CH:18][CH:17]=[CH:16][CH:15]=1. Given the reactants Br[C:2]1[CH:3]=[CH:4][C:5]2[CH2:11][CH2:10][CH2:9][C:8](=[O:12])[NH:7][C:6]=2[CH:13]=1.[C:14]1(B(O)O)[CH:19]=[CH:18][CH:17]=[CH:16][CH:15]=1.C([O-])([O-])=O.[Na+].[Na+].C1(C)C=CC=CC=1, predict the reaction product. (4) The product is: [CH3:13][O:12][C:10]([C:3]1[C:2]([NH:1][C:25]([C:18]2[C:19]3[C:24](=[CH:23][CH:22]=[CH:21][CH:20]=3)[C:15]([CH3:14])=[CH:16][CH:17]=2)=[O:26])=[N:7][CH:6]=[C:5]([O:8][CH3:9])[N:4]=1)=[O:11]. Given the reactants [NH2:1][C:2]1[C:3]([C:10]([O:12][CH3:13])=[O:11])=[N:4][C:5]([O:8][CH3:9])=[CH:6][N:7]=1.[CH3:14][C:15]1[C:24]2[C:19](=[CH:20][CH:21]=[CH:22][CH:23]=2)[C:18]([C:25](Cl)=[O:26])=[CH:17][CH:16]=1.N1C=CC=CC=1, predict the reaction product. (5) Given the reactants [CH2:1]([N:3]([CH2:14][CH3:15])[C:4]1[CH:5]=[N:6][N:7]2[C:12](I)=[CH:11][CH:10]=[CH:9][C:8]=12)[CH3:2].[Cl:16][C:17]1[CH:22]=[C:21]([Cl:23])[CH:20]=[CH:19][C:18]=1B(O)O.C([O-])([O-])=O.[Na+].[Na+], predict the reaction product. The product is: [Cl:16][C:17]1[CH:22]=[C:21]([Cl:23])[CH:20]=[CH:19][C:18]=1[C:12]1[N:7]2[N:6]=[CH:5][C:4]([N:3]([CH2:14][CH3:15])[CH2:1][CH3:2])=[C:8]2[CH:9]=[CH:10][CH:11]=1. (6) Given the reactants Br[C:2]1[CH:8]=[CH:7][CH:6]=[C:5](Br)[C:3]=1[NH2:4].[C:10]([C:14]1[CH:19]=[CH:18][C:17](B(O)O)=[CH:16][CH:15]=1)([CH3:13])([CH3:12])[CH3:11], predict the reaction product. The product is: [C:10]([C:14]1[CH:19]=[CH:18][C:17]([C:2]2[CH:8]=[CH:7][CH:6]=[C:5]([C:17]3[CH:18]=[CH:19][C:14]([C:10]([CH3:13])([CH3:12])[CH3:11])=[CH:15][CH:16]=3)[C:3]=2[NH2:4])=[CH:16][CH:15]=1)([CH3:13])([CH3:12])[CH3:11].